From a dataset of Forward reaction prediction with 1.9M reactions from USPTO patents (1976-2016). Predict the product of the given reaction. (1) Given the reactants [Br:1][C:2]1[CH:7]=[CH:6][C:5]([S:8][C:9]2[N:14]=[C:13]([CH3:15])[C:12]([CH:16]=[O:17])=[CH:11][CH:10]=2)=[CH:4][C:3]=1[CH3:18].[BH-](OC(C)=O)(OC(C)=O)OC(C)=O.[Na+].C([O-])(O)=O.[Na+], predict the reaction product. The product is: [Br:1][C:2]1[CH:7]=[CH:6][C:5]([S:8][C:9]2[N:14]=[C:13]([CH3:15])[C:12]([CH2:16][OH:17])=[CH:11][CH:10]=2)=[CH:4][C:3]=1[CH3:18]. (2) Given the reactants Br[C:2]1[CH:8]=[C:7]([CH3:9])[C:5]([NH2:6])=[C:4]([CH3:10])[CH:3]=1.[OH-].[Na+].C([O-])=O.[Na+], predict the reaction product. The product is: [CH3:10][C:4]1[CH:3]=[C:2]([C:2]2[CH:8]=[C:7]([CH3:9])[C:5]([NH2:6])=[C:4]([CH3:10])[CH:3]=2)[CH:8]=[C:7]([CH3:9])[C:5]=1[NH2:6]. (3) Given the reactants [F:1][C:2]1[CH:3]=[CH:4][C:5]2[N:6]([CH:8]=[C:9]([C:11]([OH:13])=O)[N:10]=2)[CH:7]=1.C(N(CC)C(C)C)(C)C.CN(C(ON1N=NC2C=CC=NC1=2)=[N+](C)C)C.F[P-](F)(F)(F)(F)F.[NH2:47][C@@H:48]1[CH2:53][CH2:52][C@H:51]([N:54]2[C:59](=[O:60])[C:58]3[CH:61]=[C:62]([F:65])[CH:63]=[N:64][C:57]=3[N:56]([C:66]3[CH:67]=[C:68]([CH:73]=[CH:74][CH:75]=3)[C:69]([O:71][CH3:72])=[O:70])[C:55]2=[O:76])[CH2:50][CH2:49]1, predict the reaction product. The product is: [F:65][C:62]1[CH:63]=[N:64][C:57]2[N:56]([C:66]3[CH:67]=[C:68]([CH:73]=[CH:74][CH:75]=3)[C:69]([O:71][CH3:72])=[O:70])[C:55](=[O:76])[N:54]([C@H:51]3[CH2:50][CH2:49][C@@H:48]([NH:47][C:11]([C:9]4[N:10]=[C:5]5[CH:4]=[CH:3][C:2]([F:1])=[CH:7][N:6]5[CH:8]=4)=[O:13])[CH2:53][CH2:52]3)[C:59](=[O:60])[C:58]=2[CH:61]=1. (4) Given the reactants C(OC([N:8]1[CH2:12][C@@H:11]([CH2:13][N:14]([CH:31]([CH3:33])[CH3:32])[C:15](=[O:30])[C:16]2[CH:21]=[CH:20][C:19]([O:22][CH3:23])=[C:18]([O:24][CH2:25][CH2:26][CH2:27][O:28][CH3:29])[CH:17]=2)[C@H:10]([OH:34])[CH2:9]1)=O)(C)(C)C.Cl[CH2:36][C:37]1[O:41][N:40]=[C:39]([C:42]2[CH:47]=[CH:46][CH:45]=[CH:44][CH:43]=2)[CH:38]=1.CC#N.O.CC#N, predict the reaction product. The product is: [CH:31]([N:14]([CH2:13][C@H:11]1[C@H:10]([O:34][CH2:36][C:37]2[O:41][N:40]=[C:39]([C:42]3[CH:43]=[CH:44][CH:45]=[CH:46][CH:47]=3)[CH:38]=2)[CH2:9][NH:8][CH2:12]1)[C:15](=[O:30])[C:16]1[CH:21]=[CH:20][C:19]([O:22][CH3:23])=[C:18]([O:24][CH2:25][CH2:26][CH2:27][O:28][CH3:29])[CH:17]=1)([CH3:32])[CH3:33].